From a dataset of Full USPTO retrosynthesis dataset with 1.9M reactions from patents (1976-2016). Predict the reactants needed to synthesize the given product. (1) Given the product [N+:11]([C:14]1[CH:20]=[CH:19][C:17]([NH:18][C:2]2[NH:3][C:4]3[CH:10]=[CH:9][CH:8]=[CH:7][C:5]=3[N:6]=2)=[CH:16][CH:15]=1)([O-:13])=[O:12], predict the reactants needed to synthesize it. The reactants are: Cl[C:2]1[NH:3][C:4]2[CH:10]=[CH:9][CH:8]=[CH:7][C:5]=2[N:6]=1.[N+:11]([C:14]1[CH:20]=[CH:19][C:17]([NH2:18])=[CH:16][CH:15]=1)([O-:13])=[O:12]. (2) Given the product [Br:15][CH2:14][CH2:13][O:12][C:9]1[CH:10]=[CH:11][C:6]2[O:5][CH2:4][C:3](=[O:2])[NH:16][C:7]=2[CH:8]=1, predict the reactants needed to synthesize it. The reactants are: C[O:2][C:3](=O)[CH2:4][O:5][C:6]1[CH:11]=[CH:10][C:9]([O:12][CH2:13][CH2:14][Br:15])=[CH:8][C:7]=1[N+:16]([O-])=O.O.C([O-])([O-])=O.[K+].[K+]. (3) Given the product [Si:23]([O:1][CH2:2][CH2:3][CH2:4][C@H:5]([CH2:12][CH2:13][CH:14]([CH3:16])[CH3:15])[C:6]([N:8]([O:10][CH3:11])[CH3:9])=[O:7])([C:26]([CH3:29])([CH3:28])[CH3:27])([CH3:25])[CH3:24], predict the reactants needed to synthesize it. The reactants are: [OH:1][CH2:2][CH2:3][CH2:4][C@H:5]([CH2:12][CH2:13][CH:14]([CH3:16])[CH3:15])[C:6]([N:8]([O:10][CH3:11])[CH3:9])=[O:7].FC(F)(F)S(O[Si:23]([C:26]([CH3:29])([CH3:28])[CH3:27])([CH3:25])[CH3:24])(=O)=O.N1C(C)=CC=CC=1C.